From a dataset of CYP2D6 inhibition data for predicting drug metabolism from PubChem BioAssay. Regression/Classification. Given a drug SMILES string, predict its absorption, distribution, metabolism, or excretion properties. Task type varies by dataset: regression for continuous measurements (e.g., permeability, clearance, half-life) or binary classification for categorical outcomes (e.g., BBB penetration, CYP inhibition). Dataset: cyp2d6_veith. (1) The molecule is Cc1ccc(NC(=O)C2C3CCCC2C3c2ccccc2)cc1C. The result is 0 (non-inhibitor). (2) The molecule is CCOC(=O)N/N=C1/C[C@@H](O)[C@@H](O)[C@H]2[C@H]1CC[C@H]1C(=O)N(c3ccc(F)cc3F)C(=O)[C@H]21. The result is 0 (non-inhibitor). (3) The compound is CN(C)CCN1C(=O)C(O)=C(C(=O)c2cc3ccccc3o2)C1c1cccc(Br)c1. The result is 0 (non-inhibitor). (4) The result is 1 (inhibitor). The drug is C1CCC(C(C[C@@H]2CCCCN2)C2CCCCC2)CC1. (5) The compound is C/C(=N\Nc1nnc(-c2ccccc2)c(-c2ccccc2)n1)c1cccc([N+](=O)[O-])c1. The result is 0 (non-inhibitor).